This data is from Catalyst prediction with 721,799 reactions and 888 catalyst types from USPTO. The task is: Predict which catalyst facilitates the given reaction. (1) Reactant: [O:1]=[C:2]1[O:24][C:18]2([CH2:23][CH2:22][CH2:21][CH2:20][CH2:19]2)[C:5]2[CH:6]=[C:7](/[C:10](/[CH2:15][CH2:16][CH3:17])=[CH:11]/[C:12]([NH2:14])=O)[CH:8]=[CH:9][C:4]=2[NH:3]1.S(Cl)(Cl)=O. Product: [O:1]=[C:2]1[O:24][C:18]2([CH2:23][CH2:22][CH2:21][CH2:20][CH2:19]2)[C:5]2[CH:6]=[C:7](/[C:10](/[CH2:15][CH2:16][CH3:17])=[CH:11]/[C:12]#[N:14])[CH:8]=[CH:9][C:4]=2[NH:3]1. The catalyst class is: 12. (2) Reactant: [F:1][C:2]1[CH:10]=[CH:9][C:8]([CH2:11][C:12]2[C:21]3[C:16](=[CH:17][CH:18]=[CH:19][CH:20]=3)[C:15](=[O:22])[NH:14][N:13]=2)=[CH:7][C:3]=1[C:4](O)=[O:5].F[P-](F)(F)(F)(F)F.N1(OC(N(C)C)=[N+](C)C)C2C=CC=CC=2N=N1.Cl.[F:48][C:49]([F:60])([F:59])[C:50]1[N:54]2[CH2:55][CH2:56][NH:57][CH2:58][C:53]2=[N:52][N:51]=1.C(N(CC)C(C)C)(C)C. Product: [F:1][C:2]1[CH:10]=[CH:9][C:8]([CH2:11][C:12]2[C:21]3[C:16](=[CH:17][CH:18]=[CH:19][CH:20]=3)[C:15](=[O:22])[NH:14][N:13]=2)=[CH:7][C:3]=1[C:4]([N:57]1[CH2:56][CH2:55][N:54]2[C:50]([C:49]([F:60])([F:48])[F:59])=[N:51][N:52]=[C:53]2[CH2:58]1)=[O:5]. The catalyst class is: 9. (3) Reactant: [F:1][CH2:2][C:3]1([CH2:6][O:7][C@H:8]2[CH2:13][CH2:12][C@H:11]([N:14]3[C:19](=[O:20])[C:18]([CH2:21][C:22]4[CH:27]=[CH:26][C:25]([C:28]5[C:29]([C:34]#[N:35])=[CH:30][CH:31]=[CH:32][CH:33]=5)=[CH:24][CH:23]=4)=[C:17]([CH2:36][CH2:37][CH3:38])[N:16]4[N:39]=[CH:40][N:41]=[C:15]34)[CH2:10][CH2:9]2)[CH2:5][O:4]1.[FH:42].[K].CCCC[N+](CCCC)(CCCC)CCCC.F.F.[F-]. Product: [F:42][CH2:5][C:3]([CH2:2][F:1])([OH:4])[CH2:6][O:7][C@H:8]1[CH2:13][CH2:12][C@H:11]([N:14]2[C:19](=[O:20])[C:18]([CH2:21][C:22]3[CH:27]=[CH:26][C:25]([C:28]4[C:29]([C:34]#[N:35])=[CH:30][CH:31]=[CH:32][CH:33]=4)=[CH:24][CH:23]=3)=[C:17]([CH2:36][CH2:37][CH3:38])[N:16]3[N:39]=[CH:40][N:41]=[C:15]23)[CH2:10][CH2:9]1. The catalyst class is: 159. (4) Reactant: O[CH2:2][CH2:3][N:4]([C:9]1[CH:10]=[C:11]2[C:15](=[CH:16][CH:17]=1)[C:14](=[O:18])[N:13]([CH2:19][C:20]([O:22][C:23]([CH3:26])([CH3:25])[CH3:24])=[O:21])[C:12]2=[O:27])[S:5]([CH3:8])(=[O:7])=[O:6].C1(P(C2C=CC=CC=2)C2C=CC=CC=2)C=CC=CC=1.C(Br)(Br)(Br)[Br:48]. Product: [Br:48][CH2:2][CH2:3][N:4]([C:9]1[CH:10]=[C:11]2[C:15](=[CH:16][CH:17]=1)[C:14](=[O:18])[N:13]([CH2:19][C:20]([O:22][C:23]([CH3:26])([CH3:25])[CH3:24])=[O:21])[C:12]2=[O:27])[S:5]([CH3:8])(=[O:7])=[O:6]. The catalyst class is: 2. (5) Reactant: [NH2:1][C:2]1[CH:3]=[C:4]([N:9]([CH3:25])[C:10]2[N:15]=[C:14]3[S:16][C:17]([NH:19][C:20]([CH:22]4[CH2:24][CH2:23]4)=[O:21])=[N:18][C:13]3=[CH:12][CH:11]=2)[CH:5]=[CH:6][C:7]=1[F:8].[C:26]([C:30]1[CH:35]=[CH:34][C:33]([N:36]=[C:37]=[O:38])=[CH:32][CH:31]=1)([CH3:29])([CH3:28])[CH3:27]. Product: [C:26]([C:30]1[CH:35]=[CH:34][C:33]([NH:36][C:37]([NH:1][C:2]2[CH:3]=[C:4]([N:9]([CH3:25])[C:10]3[N:15]=[C:14]4[S:16][C:17]([NH:19][C:20]([CH:22]5[CH2:23][CH2:24]5)=[O:21])=[N:18][C:13]4=[CH:12][CH:11]=3)[CH:5]=[CH:6][C:7]=2[F:8])=[O:38])=[CH:32][CH:31]=1)([CH3:29])([CH3:27])[CH3:28]. The catalyst class is: 42. (6) Reactant: [CH3:1][C:2]1([CH3:33])[CH2:11][CH:10]=[C:9]([C:12]2[CH:17]=[CH:16][C:15]([CH3:18])=[CH:14][CH:13]=2)[C:8]2[CH:7]=[C:6]([C:19]([NH:21][C:22]3[CH:32]=[CH:31][C:25]([C:26]([O:28][CH2:29][CH3:30])=[O:27])=[CH:24][CH:23]=3)=O)[CH:5]=[CH:4][C:3]1=2.COC1C=CC(P2(=S)SP(=S)(C3C=CC(OC)=CC=3)[S:43]2)=CC=1. Product: [CH3:1][C:2]1([CH3:33])[CH2:11][CH:10]=[C:9]([C:12]2[CH:17]=[CH:16][C:15]([CH3:18])=[CH:14][CH:13]=2)[C:8]2[CH:7]=[C:6]([C:19]([NH:21][C:22]3[CH:32]=[CH:31][C:25]([C:26]([O:28][CH2:29][CH3:30])=[O:27])=[CH:24][CH:23]=3)=[S:43])[CH:5]=[CH:4][C:3]1=2. The catalyst class is: 48. (7) Reactant: [F:1][C:2]([F:7])([F:6])[C:3]([OH:5])=[O:4].[C:8]([C:11]1[CH:16]=[CH:15][C:14]([NH:17][CH:18]([C:22]2[CH:27]=[CH:26][C:25]([O:28][CH2:29][CH2:30][N:31]([CH3:33])[CH3:32])=[C:24]([O:34][CH2:35][CH3:36])[CH:23]=2)[C:19]([OH:21])=O)=[CH:13][CH:12]=1)(=[NH:10])[NH2:9].O.ON1C2C=CC=CC=2N=N1.Cl.C(N=C=NCCCN(C)C)C.[N:60]1[CH:65]=[CH:64][C:63]([C:66]([NH:68][NH2:69])=[O:67])=[CH:62][CH:61]=1. Product: [F:1][C:2]([F:7])([F:6])[C:3]([OH:5])=[O:4].[CH3:32][N:31]([CH3:33])[CH2:30][CH2:29][O:28][C:25]1[CH:26]=[CH:27][C:22]([CH:18]([NH:17][C:14]2[CH:15]=[CH:16][C:11]([C:8]([NH2:9])=[NH:10])=[CH:12][CH:13]=2)[C:19](=[O:21])[NH:69][NH:68][C:66]([C:63]2[CH:64]=[CH:65][N:60]=[CH:61][CH:62]=2)=[O:67])=[CH:23][C:24]=1[O:34][CH2:35][CH3:36]. The catalyst class is: 9. (8) Reactant: [F:1][C:2]1[C:7]([O:8][CH3:9])=[CH:6][C:5]([O:10][CH3:11])=[C:4]([F:12])[C:3]=1[N:13]1[CH2:22][C:21]2[CH:20]=[N:19][C:18]3[N:23]([S:28]([C:31]4[CH:36]=[CH:35][CH:34]=[CH:33][CH:32]=4)(=[O:30])=[O:29])[C:24]([CH:26]=O)=[CH:25][C:17]=3[C:16]=2[C:15]([CH3:38])([CH3:37])[C:14]1=[O:39].[NH:40]1[CH2:45][CH2:44][O:43][CH2:42][CH2:41]1.C(O)(=O)C.C(O[BH-](OC(=O)C)OC(=O)C)(=O)C.[Na+]. Product: [F:12][C:4]1[C:5]([O:10][CH3:11])=[CH:6][C:7]([O:8][CH3:9])=[C:2]([F:1])[C:3]=1[N:13]1[CH2:22][C:21]2[CH:20]=[N:19][C:18]3[N:23]([S:28]([C:31]4[CH:36]=[CH:35][CH:34]=[CH:33][CH:32]=4)(=[O:29])=[O:30])[C:24]([CH2:26][N:40]4[CH2:45][CH2:44][O:43][CH2:42][CH2:41]4)=[CH:25][C:17]=3[C:16]=2[C:15]([CH3:37])([CH3:38])[C:14]1=[O:39]. The catalyst class is: 279. (9) Reactant: [C:1]1([C:7]#[C:8][C:9]2[CH:10]=[CH:11][C:12]([NH2:15])=[N:13][CH:14]=2)[CH:6]=[CH:5][CH:4]=[CH:3][CH:2]=1.[C:16]1(=O)[CH2:20][CH2:19][CH2:18][CH2:17]1.B.N1C=CC=CC=1C. Product: [CH:16]1([NH:15][C:12]2[CH:11]=[CH:10][C:9]([C:8]#[C:7][C:1]3[CH:6]=[CH:5][CH:4]=[CH:3][CH:2]=3)=[CH:14][N:13]=2)[CH2:20][CH2:19][CH2:18][CH2:17]1. The catalyst class is: 467.